This data is from Reaction yield outcomes from USPTO patents with 853,638 reactions. The task is: Predict the reaction yield, written as a fraction of the theoretical maximum amount of product (1.0 means a 100% yield; for example, 0.34 means a 34% yield). The reactants are C([Mg]Cl)(C)C.Br[C:7]1[CH:8]=[N:9][CH:10]=[CH:11][CH:12]=1.C([O:17][B:18]([CH:24]=[CH2:25])OCCCC)CCC.Cl. The catalyst is C1COCC1.O. The product is [N:9]1[CH:10]=[CH:11][CH:12]=[C:7]([CH:25]=[CH:24][BH:18][OH:17])[CH:8]=1. The yield is 0.780.